Dataset: Catalyst prediction with 721,799 reactions and 888 catalyst types from USPTO. Task: Predict which catalyst facilitates the given reaction. (1) Reactant: [Br:1][C:2]1[CH:3]=[C:4]([NH2:16])[C:5]([NH:8][CH2:9][CH2:10][N:11]2[CH2:15][CH2:14][CH2:13][CH2:12]2)=[N:6][CH:7]=1.[C:17]([O-])([O-])=O.[K+].[K+]. Product: [Br:1][C:2]1[CH:3]=[C:4]2[N:16]=[CH:17][N:8]([CH2:9][CH2:10][N:11]3[CH2:15][CH2:14][CH2:13][CH2:12]3)[C:5]2=[N:6][CH:7]=1. The catalyst class is: 106. (2) Reactant: C[O:2][C:3](=[O:21])[C:4]1[CH:9]=[CH:8][C:7]([O:10][CH2:11][C:12]2[C:13]([CH2:17][CH2:18][CH2:19][CH3:20])=[N:14][O:15][CH:16]=2)=[N:6][CH:5]=1.O.[OH-].[Li+].CO.Cl. Product: [CH2:17]([C:13]1[C:12]([CH2:11][O:10][C:7]2[CH:8]=[CH:9][C:4]([C:3]([OH:21])=[O:2])=[CH:5][N:6]=2)=[CH:16][O:15][N:14]=1)[CH2:18][CH2:19][CH3:20]. The catalyst class is: 20. (3) Reactant: [Br:1][C:2]1[CH:10]=[CH:9][C:5]([C:6]([OH:8])=O)=[CH:4][CH:3]=1.C([N:13]1[CH:17]=[CH:16][N:15]=[CH:14]1)([N:13]1[CH:17]=[CH:16][N:15]=[CH:14]1)=O. Product: [Br:1][C:2]1[CH:3]=[CH:4][C:5]([C:6]([N:13]2[CH:17]=[CH:16][N:15]=[CH:14]2)=[O:8])=[CH:9][CH:10]=1. The catalyst class is: 3.